Predict the product of the given reaction. From a dataset of Forward reaction prediction with 1.9M reactions from USPTO patents (1976-2016). (1) Given the reactants [Cl:1][C:2]1[CH:9]=[C:8]([N:10]2[CH:14]([CH:15]([CH3:17])[CH3:16])[C:13](=[O:18])[C:12]([CH3:20])([CH3:19])[C:11]2=[O:21])[CH:7]=[CH:6][C:3]=1[C:4]#[N:5].C([BH-](C(CC)C)C(CC)C)(CC)C.[Li+].C1COCC1, predict the reaction product. The product is: [Cl:1][C:2]1[CH:9]=[C:8]([N:10]2[C@H:14]([CH:15]([CH3:17])[CH3:16])[C@H:13]([OH:18])[C:12]([CH3:19])([CH3:20])[C:11]2=[O:21])[CH:7]=[CH:6][C:3]=1[C:4]#[N:5]. (2) The product is: [O:4]1[C:5]2[CH:10]=[CH:9][N:8]=[CH:7][C:6]=2[C:2](=[O:1])[CH2:3]1. Given the reactants [OH:1][C:2]1[C:6]2[CH:7]=[N:8][CH:9]=[CH:10][C:5]=2[O:4][C:3]=1C(OCC)=O, predict the reaction product.